Predict the reactants needed to synthesize the given product. From a dataset of Full USPTO retrosynthesis dataset with 1.9M reactions from patents (1976-2016). (1) Given the product [F:33][C:30]1[CH:31]=[CH:32][C:27]([O:26][CH2:25][CH2:24][CH2:23][O:14][C:11]2[CH:10]=[CH:9][C:8]([CH:7]3[CH2:6][CH2:5][N:4]([C:15]([O:17][C:18]([CH3:21])([CH3:20])[CH3:19])=[O:16])[CH2:3][CH:2]3[OH:1])=[CH:13][CH:12]=2)=[CH:28][CH:29]=1, predict the reactants needed to synthesize it. The reactants are: [OH:1][CH:2]1[CH:7]([C:8]2[CH:13]=[CH:12][C:11]([OH:14])=[CH:10][CH:9]=2)[CH2:6][CH2:5][N:4]([C:15]([O:17][C:18]([CH3:21])([CH3:20])[CH3:19])=[O:16])[CH2:3]1.Br[CH2:23][CH2:24][CH2:25][O:26][C:27]1[CH:32]=[CH:31][C:30]([F:33])=[CH:29][CH:28]=1. (2) Given the product [C:6]1([C@H:3]([OH:5])[CH3:4])[CH:11]=[CH:10][CH:9]=[CH:8][CH:7]=1, predict the reactants needed to synthesize it. The reactants are: [OH-].[K+].[C:3]([C:6]1[CH:11]=[CH:10][CH:9]=[CH:8][CH:7]=1)(=[O:5])[CH3:4].